Dataset: Full USPTO retrosynthesis dataset with 1.9M reactions from patents (1976-2016). Task: Predict the reactants needed to synthesize the given product. Given the product [Br:1][C:2]1[S:3][CH:4]=[C:5]([C:7]2([C:8]([O:10][CH2:11][CH3:12])=[O:9])[CH2:17][CH2:16]2)[N:6]=1, predict the reactants needed to synthesize it. The reactants are: [Br:1][C:2]1[S:3][CH:4]=[C:5]([CH2:7][C:8]([O:10][CH2:11][CH3:12])=[O:9])[N:6]=1.[H-].[Na+].Br[CH:16](Br)[CH3:17].